From a dataset of Peptide-MHC class II binding affinity with 134,281 pairs from IEDB. Regression. Given a peptide amino acid sequence and an MHC pseudo amino acid sequence, predict their binding affinity value. This is MHC class II binding data. The binding affinity (normalized) is 0.454. The peptide sequence is LAATAGTTVYGAFAA. The MHC is HLA-DQA10401-DQB10402 with pseudo-sequence HLA-DQA10401-DQB10402.